From a dataset of NCI-60 drug combinations with 297,098 pairs across 59 cell lines. Regression. Given two drug SMILES strings and cell line genomic features, predict the synergy score measuring deviation from expected non-interaction effect. (1) Drug 2: C1=NNC2=C1C(=O)NC=N2. Drug 1: COC1=NC(=NC2=C1N=CN2C3C(C(C(O3)CO)O)O)N. Cell line: UACC62. Synergy scores: CSS=2.41, Synergy_ZIP=-1.75, Synergy_Bliss=0.474, Synergy_Loewe=1.38, Synergy_HSA=1.11. (2) Drug 1: CN(C)C1=NC(=NC(=N1)N(C)C)N(C)C. Drug 2: CC(C)CN1C=NC2=C1C3=CC=CC=C3N=C2N. Cell line: CAKI-1. Synergy scores: CSS=-3.36, Synergy_ZIP=-1.04, Synergy_Bliss=-4.03, Synergy_Loewe=-2.28, Synergy_HSA=-3.43. (3) Drug 1: CCCCCOC(=O)NC1=NC(=O)N(C=C1F)C2C(C(C(O2)C)O)O. Drug 2: C1C(C(OC1N2C=NC(=NC2=O)N)CO)O. Cell line: CAKI-1. Synergy scores: CSS=-9.96, Synergy_ZIP=5.95, Synergy_Bliss=2.80, Synergy_Loewe=-10.8, Synergy_HSA=-8.92. (4) Drug 1: CCCCCOC(=O)NC1=NC(=O)N(C=C1F)C2C(C(C(O2)C)O)O. Drug 2: CC1=C(C(=O)C2=C(C1=O)N3CC4C(C3(C2COC(=O)N)OC)N4)N. Cell line: 786-0. Synergy scores: CSS=36.4, Synergy_ZIP=-6.04, Synergy_Bliss=0.809, Synergy_Loewe=-48.0, Synergy_HSA=1.43. (5) Drug 1: CC1=C(C=C(C=C1)NC2=NC=CC(=N2)N(C)C3=CC4=NN(C(=C4C=C3)C)C)S(=O)(=O)N.Cl. Drug 2: C1=CN(C(=O)N=C1N)C2C(C(C(O2)CO)O)O.Cl. Cell line: SF-295. Synergy scores: CSS=7.10, Synergy_ZIP=-3.99, Synergy_Bliss=-3.38, Synergy_Loewe=-3.35, Synergy_HSA=-1.17.